The task is: Predict hERG channel inhibition at various concentrations.. This data is from hERG Central: cardiac toxicity at 1µM, 10µM, and general inhibition. (1) The compound is Cc1ccc(NC(=S)NCCN(C2CCCCC2)C2CCCC2)cc1. Results: hERG_inhib (hERG inhibition (general)): blocker. (2) The compound is CCCCCCCN1CCC(=O)N(CCO)CC1. Results: hERG_inhib (hERG inhibition (general)): blocker. (3) The molecule is CC(C)(C)c1ccc(C(=O)NCCCN2CCN(CCCNC(=O)c3ccc(C(C)(C)C)cc3)CC2)cc1. Results: hERG_inhib (hERG inhibition (general)): blocker. (4) The compound is CCCN1CCN(CCCNC(=O)Cn2ncc3c4ccccc4n(C)c3c2=O)CC1. Results: hERG_inhib (hERG inhibition (general)): blocker. (5) The molecule is CC1CCC(C(C)C)C(OP(=O)(Nc2ccccn2)c2ccccc2)C1. Results: hERG_inhib (hERG inhibition (general)): blocker. (6) The compound is O=C(NCCN1C(=O)S/C(=C\c2ccccc2F)C1=O)C1CCN(S(=O)(=O)c2cccs2)CC1. Results: hERG_inhib (hERG inhibition (general)): blocker.